The task is: Predict the product of the given reaction.. This data is from Forward reaction prediction with 1.9M reactions from USPTO patents (1976-2016). Given the reactants [Br:1][C:2]1[CH:3]=[C:4]([NH:8][CH:9]([C:12]2[CH:17]=[CH:16][C:15]([Cl:18])=[CH:14][CH:13]=2)[C:10]#[N:11])[CH:5]=[N:6][CH:7]=1.Cl.[OH2:20], predict the reaction product. The product is: [Br:1][C:2]1[CH:3]=[C:4]([NH:8][CH:9]([C:12]2[CH:17]=[CH:16][C:15]([Cl:18])=[CH:14][CH:13]=2)[C:10]([NH2:11])=[O:20])[CH:5]=[N:6][CH:7]=1.